From a dataset of Full USPTO retrosynthesis dataset with 1.9M reactions from patents (1976-2016). Predict the reactants needed to synthesize the given product. The reactants are: [C:1]([C:5]1[CH:23]=[CH:22][C:8]([C:9]([NH:11][C:12]2[N:13]=[C:14]3[CH:19]=[CH:18][C:17](Cl)=[N:16][N:15]3[CH:21]=2)=[O:10])=[CH:7][CH:6]=1)([CH3:4])([CH3:3])[CH3:2].[Cl:24][C:25]1[N:26]=[CH:27][NH:28][C:29]=1[Cl:30].C(=O)([O-])[O-].[K+].[K+]. Given the product [C:1]([C:5]1[CH:23]=[CH:22][C:8]([C:9]([NH:11][C:12]2[N:13]=[C:14]3[CH:19]=[CH:18][C:17]([N:26]4[C:25]([Cl:24])=[C:29]([Cl:30])[N:28]=[CH:27]4)=[N:16][N:15]3[CH:21]=2)=[O:10])=[CH:7][CH:6]=1)([CH3:4])([CH3:2])[CH3:3], predict the reactants needed to synthesize it.